Dataset: Retrosynthesis with 50K atom-mapped reactions and 10 reaction types from USPTO. Task: Predict the reactants needed to synthesize the given product. (1) Given the product CC(C)c1c[nH]c(CO)n1, predict the reactants needed to synthesize it. The reactants are: CC(C)c1c[nH]c(COCc2ccccc2)n1. (2) Given the product O=S1(=O)c2cccc3cccc(c23)N1CCN1CCC(Cc2c[nH]c3ccccc23)CC1, predict the reactants needed to synthesize it. The reactants are: O=S1(=O)c2cccc3cccc(c23)N1CCCl.c1ccc2c(CC3CCNCC3)c[nH]c2c1. (3) Given the product CCOC(=O)COc1ccc(CCCO)cc1C, predict the reactants needed to synthesize it. The reactants are: CB(O)O.CCOC(=O)COc1ccc(CCCO)cc1I. (4) Given the product CC(C)(C)OC(=O)N1CCC(CNC(=O)CNC(=O)c2ccc(S(=O)(=O)Nc3ccccc3-c3ccccc3)cc2)CC1, predict the reactants needed to synthesize it. The reactants are: CC(C)(C)OC(=O)N1CCC(CNC(=O)CN)CC1.O=C(O)c1ccc(S(=O)(=O)Nc2ccccc2-c2ccccc2)cc1. (5) Given the product C=C(C)COc1cc(O)cc(C(=O)OC)c1, predict the reactants needed to synthesize it. The reactants are: C=C(C)CBr.C=CCOc1cc(O)cc(C(=O)OC)c1. (6) Given the product Cc1ccc(Oc2ccc(OC[C@H]3CCCN3)cc2)cc1, predict the reactants needed to synthesize it. The reactants are: Cc1ccc(Oc2ccc(OC[C@H]3CCCN3C(=O)OC(C)(C)C)cc2)cc1. (7) Given the product O=C(N1c2ccccc2Oc2ccccc21)C(F)(F)F, predict the reactants needed to synthesize it. The reactants are: O=C(OC(=O)C(F)(F)F)C(F)(F)F.c1ccc2c(c1)Nc1ccccc1O2.